This data is from Forward reaction prediction with 1.9M reactions from USPTO patents (1976-2016). The task is: Predict the product of the given reaction. (1) Given the reactants [Cl:1][C:2]1[CH:3]=[C:4]([C:8](=[O:10])[CH3:9])[CH:5]=[CH:6][CH:7]=1.[Li+].C[Si]([N-][Si](C)(C)C)(C)C.[C:21](OC(C)(C)C)(=[O:29])[C:22]([O:24][C:25]([CH3:28])([CH3:27])[CH3:26])=[O:23], predict the reaction product. The product is: [Cl:1][C:2]1[CH:3]=[C:4]([C:8](=[O:10])[CH2:9][C:21](=[O:29])[C:22]([O:24][C:25]([CH3:28])([CH3:27])[CH3:26])=[O:23])[CH:5]=[CH:6][CH:7]=1. (2) Given the reactants [Cl:1][C:2]1[CH:9]=[CH:8][CH:7]=[C:6]([CH3:10])[C:3]=1[CH2:4][NH2:5].[S:11]1[CH2:17][C:15](=[O:16])[NH:14][C:12]1=S.CCN(C(C)C)C(C)C, predict the reaction product. The product is: [Cl:1][C:2]1[CH:9]=[CH:8][CH:7]=[C:6]([CH3:10])[C:3]=1[CH2:4][NH:5][C:12]1[S:11][CH2:17][C:15](=[O:16])[N:14]=1. (3) Given the reactants Br[C:2]1[CH:3]=[C:4]([CH:9]=[CH:10][C:11]=1[CH2:12][NH:13][C@H:14]([CH2:17][O:18][CH3:19])[CH2:15][OH:16])[C:5]([O:7][CH3:8])=[O:6].C([O-])([O-])=O.[K+].[K+], predict the reaction product. The product is: [CH3:19][O:18][CH2:17][C@H:14]1[NH:13][CH2:12][C:11]2[CH:10]=[CH:9][C:4]([C:5]([O:7][CH3:8])=[O:6])=[CH:3][C:2]=2[O:16][CH2:15]1. (4) Given the reactants [CH3:1][C@@H:2]1[CH2:7][CH2:6][CH2:5][NH:4][C@@H:3]1[CH2:8][N:9]1[C:17](=[O:18])[C:16]2[C:11](=[CH:12][CH:13]=[CH:14][CH:15]=2)[C:10]1=[O:19].[F:20][C:21]1[C:22]([I:30])=[C:23]([CH:27]=[CH:28][CH:29]=1)[C:24](O)=[O:25].CCN(C(C)C)C(C)C.CN(C(ON1N=NC2C=CC=NC1=2)=[N+](C)C)C.F[P-](F)(F)(F)(F)F, predict the reaction product. The product is: [F:20][C:21]1[C:22]([I:30])=[C:23]([CH:27]=[CH:28][CH:29]=1)[C:24]([N:4]1[CH2:5][CH2:6][CH2:7][C@@H:2]([CH3:1])[C@H:3]1[CH2:8][N:9]1[C:17](=[O:18])[C:16]2[C:11](=[CH:12][CH:13]=[CH:14][CH:15]=2)[C:10]1=[O:19])=[O:25]. (5) Given the reactants [NH2:1][C:2]1[CH:10]=[CH:9][C:5]2[N:6]=[CH:7][S:8][C:4]=2[CH:3]=1.N1C=CC=CC=1.[C:17](Cl)(=O)[O:18]C1C=CC([N+]([O-])=O)=CC=1.[Cl:30][C:31]1[CH:37]=[C:36]([O:38][C:39]2[C:40]3[N:47]([CH3:48])[CH:46]=[CH:45][C:41]=3[N:42]=[CH:43][N:44]=2)[CH:35]=[CH:34][C:32]=1[NH2:33], predict the reaction product. The product is: [S:8]1[C:4]2[CH:3]=[C:2]([NH:1][C:17]([NH:33][C:32]3[CH:34]=[CH:35][C:36]([O:38][C:39]4[C:40]5[N:47]([CH3:48])[CH:46]=[CH:45][C:41]=5[N:42]=[CH:43][N:44]=4)=[CH:37][C:31]=3[Cl:30])=[O:18])[CH:10]=[CH:9][C:5]=2[N:6]=[CH:7]1. (6) The product is: [Cl:14][CH2:15][CH2:16][O:17][CH2:18][C:10]([CH3:12])([CH3:11])[C:9]#[N:13]. Given the reactants [Li+].CC([N-]C(C)C)C.[C:9](#[N:13])[CH:10]([CH3:12])[CH3:11].[Cl:14][CH2:15][CH2:16][O:17][CH2:18]Cl.O, predict the reaction product. (7) Given the reactants [CH:1]1([NH:4][C:5]([C:7]2[S:11][C:10](/[N:12]=C/N(C)C)=[N:9][CH:8]=2)=[O:6])[CH2:3][CH2:2]1, predict the reaction product. The product is: [NH2:12][C:10]1[S:11][C:7]([C:5]([NH:4][CH:1]2[CH2:2][CH2:3]2)=[O:6])=[CH:8][N:9]=1. (8) Given the reactants [Br:1][C:2]1[CH:3]=[C:4]([S:8](Cl)(=[O:10])=[O:9])[CH:5]=[N:6][CH:7]=1.[CH2:12]([O:14][C:15](=[O:18])[CH2:16][NH2:17])[CH3:13].C(N(C(C)C)CC)(C)C, predict the reaction product. The product is: [Br:1][C:2]1[CH:3]=[C:4]([S:8]([NH:17][CH2:16][C:15]([O:14][CH2:12][CH3:13])=[O:18])(=[O:10])=[O:9])[CH:5]=[N:6][CH:7]=1. (9) Given the reactants [F:1][C:2]1[CH:7]=[CH:6][CH:5]=[CH:4][C:3]=1[OH:8].Br[CH2:10][C@@H:11]([CH3:14])[CH2:12][Cl:13], predict the reaction product. The product is: [Cl:13][CH2:12][C@H:11]([CH3:14])[CH2:10][O:8][C:3]1[CH:4]=[CH:5][CH:6]=[CH:7][C:2]=1[F:1]. (10) Given the reactants C([N:8]1[CH2:13][CH2:12][C:11]([C:16]2[CH:21]=[CH:20][CH:19]=[CH:18][C:17]=2[O:22][CH3:23])([C:14]#[N:15])[CH2:10][CH2:9]1)C1C=CC=CC=1.[Cl:24]C(OC(Cl)=O)C, predict the reaction product. The product is: [CH3:23][O:22][C:17]1[CH:18]=[CH:19][CH:20]=[CH:21][C:16]=1[C:11]1([C:14]#[N:15])[CH2:10][CH2:9][NH:8][CH2:13][CH2:12]1.[ClH:24].